Dataset: Peptide-MHC class I binding affinity with 185,985 pairs from IEDB/IMGT. Task: Regression. Given a peptide amino acid sequence and an MHC pseudo amino acid sequence, predict their binding affinity value. This is MHC class I binding data. (1) The peptide sequence is AVFIHNFKRK. The MHC is HLA-A33:01 with pseudo-sequence HLA-A33:01. The binding affinity (normalized) is 0.0983. (2) The peptide sequence is SQTSYQYLI. The MHC is HLA-B40:01 with pseudo-sequence HLA-B40:01. The binding affinity (normalized) is 0.385. (3) The peptide sequence is RYPLTLGW. The MHC is HLA-A24:02 with pseudo-sequence HLA-A24:02. The binding affinity (normalized) is 0.584. (4) The peptide sequence is FRISGRGGK. The MHC is HLA-B07:02 with pseudo-sequence HLA-B07:02. The binding affinity (normalized) is 0.0847. (5) The peptide sequence is ANRAPTGDPS. The MHC is HLA-B54:01 with pseudo-sequence HLA-B54:01. The binding affinity (normalized) is 0.